This data is from Experimentally validated miRNA-target interactions with 360,000+ pairs, plus equal number of negative samples. The task is: Binary Classification. Given a miRNA mature sequence and a target amino acid sequence, predict their likelihood of interaction. (1) The miRNA is hsa-miR-548q with sequence GCUGGUGCAAAAGUAAUGGCGG. The protein sequence of the target gene is MSSGANITYASRKRRKPVQKTVKPIPAEGIKSNPSKRHRDRLNTELDRLASLLPFPQDVINKLDKLSVLRLSVSYLRAKSFFDVALKSTPADRNGGQDQCRAQIRDWQDLQEGEFLLQALNGFVLVVTADALVFYASSTIQDYLGFQQSDVIHQSVYELIHTEDRAEFQRQLHWALNPDSAQGVDEAHGPPQAAVYYTPDQLPPENASFMERCFRCRLRCLLDNSSGFLAMNFQGRLKYLHGQNKKGKDGALLPPQLALFAIATPLQPPSILEIRTKNFIFRTKHKLDFTPIGCDAKGQL.... Result: 0 (no interaction). (2) The protein sequence of the target gene is MIEDKGPRVTDYFVVAGLTDTSTLLDQEINRLDTKSTGPKAPITDIAIIIKSAGETVPEGYTCVEATPSALQANLNYGSLKSPELFLCYKRGRDKPPLTDIGVLYEGKERLIPGCEVILATPYGRCANVNNSSTTSQRIFITYRRAPPVRPQNSLAVTDICVIVTSKGETPPHTFCKVDKNLNCGMWGSSVFLCYKKSVPASNAIAYKAGLIFRYPEEDYESFPLSESDVPLFCLPMGATIECWDPETKYPLPVFSTFVLTGSSAKKVYGAAIQFYEPYSRELLSEKQLMHLGLLTPVER.... Result: 1 (interaction). The miRNA is hsa-miR-129-5p with sequence CUUUUUGCGGUCUGGGCUUGC. (3) Result: 0 (no interaction). The protein sequence of the target gene is MDNVQPKIKHRPFCFSVKGHVKMLRLALTVTSMTFFIIAQAPEPYIVITGFEVTVILFFILLYVLRLDRLMKWLFWPLLDIINSLVTTVFMLIVSVLALIPETTTLTVGGGVFALVTAVCCLADGALIYRKLLFNPSGPYQKKPVHEKKEVL. The miRNA is cel-miR-357-3p with sequence AAAUGCCAGUCGUUGCAGGAGU. (4) The miRNA is hsa-miR-4796-5p with sequence UGUCUAUACUCUGUCACUUUAC. The protein sequence of the target gene is MGIAESTPDELPSDAEEQLRSGDQQLELSGRRLRRLPSAVCALSRLQKLYVSGTGLRELPEEIEELRELRILALDFNKLERLPDGLCRLPRLTRLYLGGNRLLALPADFAQLQSLRCLWIEGNFLRRFPRPLLRLVALQSLQMGDNRLRALPAELPRMTGLRGLWLYGNRFEEFPPALLRMGRLHILDLDRNRLGGFPDLHPLRALRVFSYDHNPVTGPPRVADTVFLVGEGAVERMAERDEPTPRPPPRRPARAFEDEEEEDLLIGGAGSRALGAPGGSFRALEAAPGLGT. Result: 0 (no interaction). (5) The miRNA is hsa-miR-6511a-5p with sequence CAGGCAGAAGUGGGGCUGACAGG. The protein sequence of the target gene is MDGLEENGSVVQVGDLLPCKICGRTFFPLALKKHGPICQKTATKKRKTFDSSRQRAEGTDIPTVKPLKPRPEPPKKPSNWRRKHEEFIATIRAAKGLDQALKEGGKLPPPPPPSYDPDYIQCPYCQRRFNENAADRHINFCKEQAARISNKGKFSTDSKGKPASRPQYKPSPLKKSNPPGIPSSGSSRLPQPSTTSKTIVGVPTGKASSVNSPLGNKPQTLSPSHRAIAAPQAGANTKARNTTPPSLARNSVAGVLTNKRKTLTENYAARPDGDYTSSVNGGNSKGIEGNSSGHLPKFCH.... Result: 0 (no interaction).